Dataset: Full USPTO retrosynthesis dataset with 1.9M reactions from patents (1976-2016). Task: Predict the reactants needed to synthesize the given product. (1) Given the product [Cl:1][C:2]1[C:14]([I:15])=[CH:13][C:5]2[C:6](=[O:12])/[C:7](=[CH:16]\[N:17]([CH3:19])[CH3:18])/[CH2:8][C:9](=[O:11])[NH:10][C:4]=2[CH:3]=1, predict the reactants needed to synthesize it. The reactants are: [Cl:1][C:2]1[C:14]([I:15])=[CH:13][C:5]2[C:6](=[O:12])[CH2:7][CH2:8][C:9](=[O:11])[NH:10][C:4]=2[CH:3]=1.[CH3:16][N:17]([CH:19](OC)OC)[CH3:18].CCOCC. (2) Given the product [CH3:19][C:20]1[CH:24]=[CH:23][O:22][C:21]=1[C:25]([N:7]1[CH2:8][CH:4]2[CH:5]([CH2:1][N:2]([C:9]3[CH:18]=[N:17][C:16]4[C:11](=[CH:12][CH:13]=[CH:14][CH:15]=4)[N:10]=3)[CH2:3]2)[CH2:6]1)=[O:26], predict the reactants needed to synthesize it. The reactants are: [CH2:1]1[CH:5]2[CH2:6][NH:7][CH2:8][CH:4]2[CH2:3][N:2]1[C:9]1[CH:18]=[N:17][C:16]2[C:11](=[CH:12][CH:13]=[CH:14][CH:15]=2)[N:10]=1.[CH3:19][C:20]1[CH:24]=[CH:23][O:22][C:21]=1[C:25](O)=[O:26].